From a dataset of Reaction yield outcomes from USPTO patents with 853,638 reactions. Predict the reaction yield, written as a fraction of the theoretical maximum amount of product (1.0 means a 100% yield; for example, 0.34 means a 34% yield). The reactants are [Br:1][C:2]1[C:3]2[N:4]([CH:12]=[C:13]([C:15]3[O:19][N:18]=[C:17]([C:20]4[CH:27]=[CH:26][C:23]([CH:24]=O)=[CH:22][C:21]=4[Cl:28])[N:16]=3)[N:14]=2)[CH:5]=[C:6]([C:8]([F:11])([F:10])[F:9])[CH:7]=1.[NH:29]1[CH2:32][CH:31]([C:33]([OH:35])=[O:34])[CH2:30]1.C(O)(=O)C.C([BH3-])#N.[Na+]. The catalyst is CO. The product is [Br:1][C:2]1[C:3]2[N:4]([CH:12]=[C:13]([C:15]3[O:19][N:18]=[C:17]([C:20]4[CH:27]=[CH:26][C:23]([CH2:24][N:29]5[CH2:32][CH:31]([C:33]([OH:35])=[O:34])[CH2:30]5)=[CH:22][C:21]=4[Cl:28])[N:16]=3)[N:14]=2)[CH:5]=[C:6]([C:8]([F:9])([F:11])[F:10])[CH:7]=1. The yield is 0.430.